From a dataset of NCI-60 drug combinations with 297,098 pairs across 59 cell lines. Regression. Given two drug SMILES strings and cell line genomic features, predict the synergy score measuring deviation from expected non-interaction effect. (1) Drug 1: CCC1=C2CN3C(=CC4=C(C3=O)COC(=O)C4(CC)O)C2=NC5=C1C=C(C=C5)O. Drug 2: CCC1(CC2CC(C3=C(CCN(C2)C1)C4=CC=CC=C4N3)(C5=C(C=C6C(=C5)C78CCN9C7C(C=CC9)(C(C(C8N6C)(C(=O)OC)O)OC(=O)C)CC)OC)C(=O)OC)O.OS(=O)(=O)O. Cell line: SR. Synergy scores: CSS=73.9, Synergy_ZIP=-0.653, Synergy_Bliss=-0.897, Synergy_Loewe=-0.500, Synergy_HSA=0.271. (2) Drug 1: CNC(=O)C1=CC=CC=C1SC2=CC3=C(C=C2)C(=NN3)C=CC4=CC=CC=N4. Drug 2: C(=O)(N)NO. Cell line: SNB-75. Synergy scores: CSS=2.07, Synergy_ZIP=-1.35, Synergy_Bliss=-1.96, Synergy_Loewe=-0.307, Synergy_HSA=-0.665. (3) Drug 2: CC1C(C(CC(O1)OC2CC(OC(C2O)C)OC3=CC4=CC5=C(C(=O)C(C(C5)C(C(=O)C(C(C)O)O)OC)OC6CC(C(C(O6)C)O)OC7CC(C(C(O7)C)O)OC8CC(C(C(O8)C)O)(C)O)C(=C4C(=C3C)O)O)O)O. Cell line: OVCAR-5. Synergy scores: CSS=23.1, Synergy_ZIP=27.3, Synergy_Bliss=26.5, Synergy_Loewe=26.8, Synergy_HSA=26.0. Drug 1: CC12CCC(CC1=CCC3C2CCC4(C3CC=C4C5=CN=CC=C5)C)O. (4) Drug 1: CC1=CC2C(CCC3(C2CCC3(C(=O)C)OC(=O)C)C)C4(C1=CC(=O)CC4)C. Drug 2: COC1=C2C(=CC3=C1OC=C3)C=CC(=O)O2. Cell line: 786-0. Synergy scores: CSS=-2.78, Synergy_ZIP=6.95, Synergy_Bliss=0.264, Synergy_Loewe=-2.27, Synergy_HSA=-1.81. (5) Drug 1: CC1CCCC2(C(O2)CC(NC(=O)CC(C(C(=O)C(C1O)C)(C)C)O)C(=CC3=CSC(=N3)C)C)C. Synergy scores: CSS=73.7, Synergy_ZIP=1.01, Synergy_Bliss=-2.74, Synergy_Loewe=-27.3, Synergy_HSA=-4.59. Drug 2: CC12CCC3C(C1CCC2OP(=O)(O)O)CCC4=C3C=CC(=C4)OC(=O)N(CCCl)CCCl.[Na+]. Cell line: HCT116. (6) Drug 1: CC1=C(C=C(C=C1)C(=O)NC2=CC(=CC(=C2)C(F)(F)F)N3C=C(N=C3)C)NC4=NC=CC(=N4)C5=CN=CC=C5. Drug 2: CCN(CC)CCNC(=O)C1=C(NC(=C1C)C=C2C3=C(C=CC(=C3)F)NC2=O)C. Cell line: COLO 205. Synergy scores: CSS=6.12, Synergy_ZIP=-1.35, Synergy_Bliss=0.190, Synergy_Loewe=-2.78, Synergy_HSA=-1.24. (7) Drug 1: CN1C(=O)N2C=NC(=C2N=N1)C(=O)N. Drug 2: CC1=C2C(C(=O)C3(C(CC4C(C3C(C(C2(C)C)(CC1OC(=O)C(C(C5=CC=CC=C5)NC(=O)OC(C)(C)C)O)O)OC(=O)C6=CC=CC=C6)(CO4)OC(=O)C)O)C)O. Cell line: HCT116. Synergy scores: CSS=-7.87, Synergy_ZIP=5.48, Synergy_Bliss=6.28, Synergy_Loewe=-3.05, Synergy_HSA=-5.62. (8) Drug 1: C1CCC(C1)C(CC#N)N2C=C(C=N2)C3=C4C=CNC4=NC=N3. Drug 2: CC1=CC2C(CCC3(C2CCC3(C(=O)C)OC(=O)C)C)C4(C1=CC(=O)CC4)C. Cell line: ACHN. Synergy scores: CSS=-7.04, Synergy_ZIP=3.90, Synergy_Bliss=-7.98, Synergy_Loewe=-10.9, Synergy_HSA=-9.35. (9) Drug 1: CC1=CC=C(C=C1)C2=CC(=NN2C3=CC=C(C=C3)S(=O)(=O)N)C(F)(F)F. Drug 2: CC12CCC3C(C1CCC2OP(=O)(O)O)CCC4=C3C=CC(=C4)OC(=O)N(CCCl)CCCl.[Na+]. Cell line: OVCAR3. Synergy scores: CSS=19.5, Synergy_ZIP=2.06, Synergy_Bliss=-1.23, Synergy_Loewe=2.07, Synergy_HSA=0.230.